This data is from Reaction yield outcomes from USPTO patents with 853,638 reactions. The task is: Predict the reaction yield, written as a fraction of the theoretical maximum amount of product (1.0 means a 100% yield; for example, 0.34 means a 34% yield). (1) The reactants are [Cl:1][C:2]1[CH:7]=[C:6](Cl)[N:5]2[N:9]=[C:10]([CH:12]3[CH2:14][CH2:13]3)[CH:11]=[C:4]2[N:3]=1. The catalyst is CC(O)=O.[Zn]. The product is [Cl:1][C:2]1[CH:7]=[CH:6][N:5]2[N:9]=[C:10]([CH:12]3[CH2:14][CH2:13]3)[CH:11]=[C:4]2[N:3]=1. The yield is 0.700. (2) The reactants are C(C[C@@H:4]1[CH2:10][CH:9]2[N:11](C(OC(C)(C)C)=O)[CH:5]1[CH2:6][O:7][CH2:8]2)#N.[C:19]([OH:22])(=[O:21])[CH3:20]. The catalyst is Cl. The product is [CH:9]12[NH:11][CH:5]([C@H:4]([CH2:20][C:19]([OH:22])=[O:21])[CH2:10]1)[CH2:6][O:7][CH2:8]2. The yield is 0.990. (3) The yield is 0.125. The reactants are [CH2:1]([C:4]1[C:13]([OH:14])=[C:12]([N+:15]([O-:17])=[O:16])[CH:11]=[CH:10][C:5]=1[C:6]([O:8][CH3:9])=[O:7])[CH:2]=[CH2:3].C1(C)C=CC(S(O)(=O)=O)=CC=1.C(=O)(O)[O-].[Na+]. The catalyst is ClCCCl. The product is [CH3:3][CH:2]1[CH2:1][C:4]2=[C:5]([C:6]([O:8][CH3:9])=[O:7])[CH:10]=[CH:11][C:12]([N+:15]([O-:17])=[O:16])=[C:13]2[O:14]1. (4) The reactants are [OH-].[K+].[N+:3]([C:6]1[CH:11]=[CH:10][CH:9]=[CH:8][C:7]=1[S:12]([NH:15][C:16]1[CH:21]=[CH:20][CH:19]=[CH:18][CH:17]=1)(=[O:14])=[O:13])([O-:5])=[O:4].Br[CH2:23][CH2:24][CH:25]=[CH2:26]. The catalyst is CN(C=O)C.CCOC(C)=O. The product is [CH2:26]([N:15]([C:16]1[CH:17]=[CH:18][CH:19]=[CH:20][CH:21]=1)[S:12]([C:7]1[CH:8]=[CH:9][CH:10]=[CH:11][C:6]=1[N+:3]([O-:5])=[O:4])(=[O:14])=[O:13])[CH2:25][CH:24]=[CH2:23]. The yield is 0.635. (5) The reactants are [CH3:1][O:2][C:3]1[CH:20]=[CH:19][C:18]([O:21][CH3:22])=[CH:17][C:4]=1[CH2:5][C:6]1[NH:7][C:8]2[C:13]([N:14]=1)=[C:12]([NH2:15])[N:11]=[C:10]([NH2:16])[N:9]=2.N1C=C2C(N=CN2)=NC=1.Cl[CH2:33][CH2:34][CH2:35][C:36]#[CH:37].C([O-])([O-])=O.[Cs+].[Cs+]. The catalyst is CN(C=O)C. The product is [CH3:1][O:2][C:3]1[CH:20]=[CH:19][C:18]([O:21][CH3:22])=[CH:17][C:4]=1[CH2:5][C:6]1[N:7]([CH2:37][CH2:36][CH2:35][C:34]#[CH:33])[C:8]2[C:13]([N:14]=1)=[C:12]([NH2:15])[N:11]=[C:10]([NH2:16])[N:9]=2. The yield is 0.250. (6) The reactants are [F:1][C:2]1[CH:30]=[CH:29][C:5]([CH2:6][N:7]2[C:11]3=[CH:12][N:13]=[C:14]([C:24]([O:26][CH2:27][CH3:28])=[O:25])[C:15](OS(C(F)(F)F)(=O)=O)=[C:10]3[CH:9]=[CH:8]2)=[CH:4][CH:3]=1.[CH2:31]([O:34][Si](C)(C)C)[C:32]#[CH:33].[Cl-].[Li+].C(N(CC)CC)C. The catalyst is CN(C=O)C.[Cu](I)I.Cl[Pd](Cl)([P](C1C=CC=CC=1)(C1C=CC=CC=1)C1C=CC=CC=1)[P](C1C=CC=CC=1)(C1C=CC=CC=1)C1C=CC=CC=1. The product is [F:1][C:2]1[CH:3]=[CH:4][C:5]([CH2:6][N:7]2[C:11]3=[CH:12][N:13]=[C:14]([C:24]([O:26][CH2:27][CH3:28])=[O:25])[C:15]([C:33]#[C:32][CH2:31][OH:34])=[C:10]3[CH:9]=[CH:8]2)=[CH:29][CH:30]=1. The yield is 0.460. (7) The reactants are [CH3:1][S:2]([O:5][C:6]1[C:14]([O:15][CH3:16])=[CH:13][C:12]([C:17]2[N:18]([C:28]([O:30][C:31]([CH3:34])([CH3:33])[CH3:32])=[O:29])[C:19]3[C:24]([CH:25]=2)=[CH:23][C:22]([CH:26]=O)=[CH:21][CH:20]=3)=[C:11]2[C:7]=1[CH2:8][NH:9][C:10]2=[O:35])(=[O:4])=[O:3].[CH2:36]([NH:38][CH2:39][CH2:40][CH3:41])[CH3:37].C(O)(=O)C.C(O[BH-](OC(=O)C)OC(=O)C)(=O)C.[Na+]. The catalyst is C(#N)C. The product is [CH3:1][S:2]([O:5][C:6]1[C:14]([O:15][CH3:16])=[CH:13][C:12]([C:17]2[N:18]([C:28]([O:30][C:31]([CH3:32])([CH3:33])[CH3:34])=[O:29])[C:19]3[C:24]([CH:25]=2)=[CH:23][C:22]([CH2:26][N:38]([CH2:39][CH2:40][CH3:41])[CH2:36][CH3:37])=[CH:21][CH:20]=3)=[C:11]2[C:7]=1[CH2:8][NH:9][C:10]2=[O:35])(=[O:3])=[O:4]. The yield is 0.600. (8) The reactants are [CH3:1][N:2]1[CH:6]=[CH:5][N:4]=[CH:3]1.[F:7][C:8]([F:18])([F:17])[C:9]1[CH:10]=[C:11]([CH:14]=[CH:15][CH:16]=1)[CH2:12][Br:13].C(OCC)C. The catalyst is ClCCCl. The product is [Br-:13].[CH3:1][N+:2]1[CH:6]=[CH:5][N:4]([CH2:12][C:11]2[CH:14]=[CH:15][CH:16]=[C:9]([C:8]([F:7])([F:17])[F:18])[CH:10]=2)[CH:3]=1. The yield is 0.560.